This data is from Forward reaction prediction with 1.9M reactions from USPTO patents (1976-2016). The task is: Predict the product of the given reaction. (1) Given the reactants [C:1](Cl)(=[O:3])[CH3:2].[NH2:5][C:6]1[CH:23]=[CH:22][C:9]([C:10]([C:12]2[CH:20]=[C:19]3[C:15]([CH2:16][C:17](=[O:21])[NH:18]3)=[CH:14][CH:13]=2)=[O:11])=[CH:8][CH:7]=1, predict the reaction product. The product is: [O:21]=[C:17]1[CH2:16][C:15]2[C:19](=[CH:20][C:12]([C:10]([C:9]3[CH:8]=[CH:7][C:6]([NH:5][C:1](=[O:3])[CH3:2])=[CH:23][CH:22]=3)=[O:11])=[CH:13][CH:14]=2)[NH:18]1. (2) Given the reactants CO[C:3]([C:5]1[N:6]=[C:7]([C:24]#[N:25])[C:8]2[C:13]([C:14]=1[OH:15])=[CH:12][CH:11]=[C:10]([O:16][C:17]1[CH:22]=[CH:21][C:20]([Cl:23])=[CH:19][CH:18]=1)[CH:9]=2)=[O:4].[NH2:26][CH2:27][C:28]([CH3:35])([CH3:34])[C:29]([O:31][CH2:32][CH3:33])=[O:30], predict the reaction product. The product is: [CH2:32]([O:31][C:29](=[O:30])[C:28]([CH3:35])([CH3:34])[CH2:27][NH:26][C:3]([C:5]1[N:6]=[C:7]([C:24]#[N:25])[C:8]2[C:13]([C:14]=1[OH:15])=[CH:12][CH:11]=[C:10]([O:16][C:17]1[CH:22]=[CH:21][C:20]([Cl:23])=[CH:19][CH:18]=1)[CH:9]=2)=[O:4])[CH3:33].